Dataset: Peptide-MHC class I binding affinity with 185,985 pairs from IEDB/IMGT. Task: Regression. Given a peptide amino acid sequence and an MHC pseudo amino acid sequence, predict their binding affinity value. This is MHC class I binding data. (1) The peptide sequence is EHVQGDIDL. The MHC is HLA-B18:01 with pseudo-sequence HLA-B18:01. The binding affinity (normalized) is 0.0847. (2) The peptide sequence is DLLLPSTDV. The MHC is HLA-A68:02 with pseudo-sequence HLA-A68:02. The binding affinity (normalized) is 0.122. (3) The peptide sequence is NDPVFVVL. The binding affinity (normalized) is 0.0735. The MHC is H-2-Kb with pseudo-sequence H-2-Kb. (4) The peptide sequence is TRAIRGEQL. The MHC is Mamu-B03 with pseudo-sequence Mamu-B03. The binding affinity (normalized) is 0.335. (5) The peptide sequence is RFLYIIKLVF. The MHC is HLA-A23:01 with pseudo-sequence HLA-A23:01. The binding affinity (normalized) is 1.00. (6) The peptide sequence is LNTVATLY. The MHC is HLA-B39:01 with pseudo-sequence HLA-B39:01. The binding affinity (normalized) is 0.0847. (7) The peptide sequence is RVFKETLFL. The MHC is SLA-30401 with pseudo-sequence SLA-30401. The binding affinity (normalized) is 0.239. (8) The peptide sequence is DMPSLSNGL. The MHC is HLA-A02:01 with pseudo-sequence HLA-A02:01. The binding affinity (normalized) is 0.00524.